This data is from Full USPTO retrosynthesis dataset with 1.9M reactions from patents (1976-2016). The task is: Predict the reactants needed to synthesize the given product. (1) Given the product [CH3:1][O:2][C:3]1[CH:8]=[C:7]([CH3:9])[NH:6][C:5](=[O:10])[C:4]=1[CH2:11][NH:12][C:13]([C:15]1[C:16]([CH3:42])=[C:17]([CH:24]([CH:26]2[CH2:31][CH2:30][NH:29][CH2:28][CH2:27]2)[CH3:25])[N:18]2[C:23]=1[CH:22]=[CH:21][CH:20]=[N:19]2)=[O:14], predict the reactants needed to synthesize it. The reactants are: [CH3:1][O:2][C:3]1[CH:8]=[C:7]([CH3:9])[NH:6][C:5](=[O:10])[C:4]=1[CH2:11][NH:12][C:13]([C:15]1[C:16]([CH3:42])=[C:17]([CH:24]([CH:26]2[CH2:31][CH2:30][N:29](C(OCC3C=CC=CC=3)=O)[CH2:28][CH2:27]2)[CH3:25])[N:18]2[C:23]=1[CH:22]=[CH:21][CH:20]=[N:19]2)=[O:14]. (2) Given the product [C:1]([C:5]1[N:6]([CH3:25])[N:7]([CH2:17][CH:18]2[CH2:19][CH2:20]2)/[C:8](=[N:10]/[C:11](=[O:16])[C:12]([F:15])([F:14])[F:13])/[CH:9]=1)([CH3:4])([CH3:2])[CH3:3], predict the reactants needed to synthesize it. The reactants are: [C:1]([C:5]1[CH:9]=[C:8]([NH:10][C:11](=[O:16])[C:12]([F:15])([F:14])[F:13])[N:7]([CH2:17][CH:18]2[CH2:20][CH2:19]2)[N:6]=1)([CH3:4])([CH3:3])[CH3:2].S(OC)(O[CH3:25])(=O)=O.C(OCC)(=O)C.CO. (3) Given the product [Cl:1][C:2]1[CH:3]=[N:4][C:5]2[N:6]([N:8]=[C:9]([C:11]([N:27]3[CH2:26][CH2:25][C:24]4[C:29](=[CH:30][C:21]([C:20]5[C:15]([F:14])=[N:16][CH:17]=[CH:18][CH:19]=5)=[CH:22][CH:23]=4)[CH:28]3[CH3:31])=[O:13])[CH:10]=2)[CH:7]=1, predict the reactants needed to synthesize it. The reactants are: [Cl:1][C:2]1[CH:3]=[N:4][C:5]2[N:6]([N:8]=[C:9]([C:11]([OH:13])=O)[CH:10]=2)[CH:7]=1.[F:14][C:15]1[C:20]([C:21]2[CH:30]=[C:29]3[C:24]([CH2:25][CH2:26][NH:27][CH:28]3[CH3:31])=[CH:23][CH:22]=2)=[CH:19][CH:18]=[CH:17][N:16]=1. (4) Given the product [F:21][C:22]1[CH:23]=[CH:24][C:25]([C:28]2[O:46][C:31]3=[N:32][CH:33]=[C:34]([C:36]4[CH:37]=[C:38]([CH:43]=[CH:44][CH:45]=4)[C:39]([O:41][CH3:42])=[O:40])[CH:35]=[C:30]3[C:29]=2[C:47](=[O:48])[NH:5][CH3:4])=[CH:26][CH:27]=1, predict the reactants needed to synthesize it. The reactants are: CC(N=NC(C#N)(C)C)([C:4]#[N:5])C.C1C(=O)N(Br)C(=O)C1.[F:21][C:22]1[CH:27]=[CH:26][C:25]([C:28]2[O:46][C:31]3=[N:32][CH:33]=[C:34]([C:36]4[CH:37]=[C:38]([CH:43]=[CH:44][CH:45]=4)[C:39]([O:41][CH3:42])=[O:40])[CH:35]=[C:30]3[C:29]=2[CH:47]=[O:48])=[CH:24][CH:23]=1.CN. (5) Given the product [Br:18][C:19]1[CH:24]=[CH:23][C:22]([C:2]2[CH:16]=[CH:15][C:5]([CH2:6][O:7][Si:8]([C:11]([CH3:14])([CH3:13])[CH3:12])([CH3:10])[CH3:9])=[C:4]([CH3:17])[CH:3]=2)=[C:21]([CH3:26])[CH:20]=1, predict the reactants needed to synthesize it. The reactants are: Br[C:2]1[CH:16]=[CH:15][C:5]([CH2:6][O:7][Si:8]([C:11]([CH3:14])([CH3:13])[CH3:12])([CH3:10])[CH3:9])=[C:4]([CH3:17])[CH:3]=1.[Br:18][C:19]1[CH:24]=[CH:23][C:22](I)=[C:21]([CH3:26])[CH:20]=1. (6) Given the product [N:9]([C:8]1[CH:10]=[CH:11][C:5]([O:4][CH2:3][C:2]([F:12])([F:13])[F:1])=[CH:6][CH:7]=1)=[C:15]=[S:16], predict the reactants needed to synthesize it. The reactants are: [F:1][C:2]([F:13])([F:12])[CH2:3][O:4][C:5]1[CH:11]=[CH:10][C:8]([NH2:9])=[CH:7][CH:6]=1.Cl.[C:15](Cl)(Cl)=[S:16].C(=O)([O-])O.[Na+]. (7) Given the product [CH3:15][C:16]1[CH:21]=[C:20]([C:22]2[CH:23]=[CH:24][C:25]([C:28]([F:31])([F:29])[F:30])=[CH:26][CH:27]=2)[N:19]=[C:18]([C:32]2[O:1][N:2]=[C:3]([C:4]3[CH:5]=[C:6]([S:10]([NH2:11])(=[O:12])=[O:13])[CH:7]=[CH:8][CH:9]=3)[N:14]=2)[N:17]=1, predict the reactants needed to synthesize it. The reactants are: [OH:1][NH:2][C:3](=[NH:14])[C:4]1[CH:9]=[CH:8][CH:7]=[C:6]([S:10](=[O:13])(=[O:12])[NH2:11])[CH:5]=1.[CH3:15][C:16]1[CH:21]=[C:20]([C:22]2[CH:27]=[CH:26][C:25]([C:28]([F:31])([F:30])[F:29])=[CH:24][CH:23]=2)[N:19]=[C:18]([C:32](O)=O)[N:17]=1.